From a dataset of Forward reaction prediction with 1.9M reactions from USPTO patents (1976-2016). Predict the product of the given reaction. (1) The product is: [CH3:1][O:2][C:3]1[C:11]([S:12]([CH3:14])=[O:13])=[C:10]([C:15]([F:18])([F:16])[F:17])[CH:9]=[CH:8][C:4]=1[C:5]([O:7][C:19]1[CH2:24][CH2:23][CH2:22][C:21](=[O:25])[CH:20]=1)=[O:6]. Given the reactants [CH3:1][O:2][C:3]1[C:11]([S:12]([CH3:14])=[O:13])=[C:10]([C:15]([F:18])([F:17])[F:16])[CH:9]=[CH:8][C:4]=1[C:5]([OH:7])=[O:6].[C:19]1(=O)[CH2:24][CH2:23][CH2:22][C:21](=[O:25])[CH2:20]1.N1C=CC=CC=1.S(Cl)(Cl)=O, predict the reaction product. (2) Given the reactants [C:1]([N:5]1[CH:9]=[C:8]([CH2:10][CH2:11][CH2:12][CH3:13])[C:7](=[NH:14])[S:6]1)([CH3:4])([CH3:3])[CH3:2].[O:15]=[C:16]1[CH2:20][CH2:19][CH:18]([C:21](O)=[O:22])[CH2:17]1, predict the reaction product. The product is: [CH2:10]([C:8]1=[CH:9][N:5]([C:1]([CH3:4])([CH3:3])[CH3:2])[S:6]/[C:7]/1=[N:14]\[C:21]([CH:18]1[CH2:19][CH2:20][C:16](=[O:15])[CH2:17]1)=[O:22])[CH2:11][CH2:12][CH3:13]. (3) Given the reactants [CH3:1][O:2][C:3]([C:5]1([C:8]2[CH:13]=[C:12]([I:14])[C:11]([OH:15])=[C:10]([I:16])[CH:9]=2)[CH2:7][CH2:6]1)=[O:4].Cl[CH2:18][C:19]([CH3:21])=[CH2:20].C([O-])([O-])=O.[K+].[K+], predict the reaction product. The product is: [CH3:1][O:2][C:3]([C:5]1([C:8]2[CH:9]=[C:10]([I:16])[C:11]([O:15][CH2:20][C:19]([CH3:21])=[CH2:18])=[C:12]([I:14])[CH:13]=2)[CH2:7][CH2:6]1)=[O:4]. (4) Given the reactants [Br:1][C:2]1[CH:3]=[C:4]([F:14])[C:5]([C:9]([O:11][CH2:12][CH3:13])=[O:10])=[N+:6]([O-])[CH:7]=1.FC(F)(F)C(OC(=O)C(F)(F)F)=[O:18], predict the reaction product. The product is: [Br:1][C:2]1[C:7](=[O:18])[NH:6][C:5]([C:9]([O:11][CH2:12][CH3:13])=[O:10])=[C:4]([F:14])[CH:3]=1. (5) Given the reactants [C:1]([O:9][CH3:10])(=[O:8])[CH2:2][CH2:3][CH2:4][C:5]([O-:7])=O.S(Cl)(Cl)=O.[NH2:15][C:16]1[C:20]2[CH:21]=[CH:22][CH:23]=[CH:24][C:19]=2[O:18][C:17]=1[C:25]([NH:27][C:28]1[CH:33]=[CH:32][C:31]([Cl:34])=[CH:30][N:29]=1)=[O:26].Cl, predict the reaction product. The product is: [Cl:34][C:31]1[CH:32]=[CH:33][C:28]([NH:27][C:25]([C:17]2[O:18][C:19]3[CH:24]=[CH:23][CH:22]=[CH:21][C:20]=3[C:16]=2[NH:15][C:5](=[O:7])[CH2:4][CH2:3][CH2:2][C:1]([O:9][CH3:10])=[O:8])=[O:26])=[N:29][CH:30]=1. (6) Given the reactants C[O:2][C:3]1[CH2:12][C:11]2[C:10]([N:13]3[CH2:18][CH2:17][N:16]([CH2:19][CH2:20][CH2:21][CH2:22][O:23][C:24]4[N:33]=[C:32]5[C:27]([CH2:28][CH2:29][C:30](=[O:34])[NH:31]5)=[CH:26][CH:25]=4)[CH2:15][CH2:14]3)=[CH:9][CH:8]=[CH:7][C:6]=2[CH2:5][CH:4]=1, predict the reaction product. The product is: [O:2]=[C:3]1[CH2:12][C:11]2[C:10]([N:13]3[CH2:14][CH2:15][N:16]([CH2:19][CH2:20][CH2:21][CH2:22][O:23][C:24]4[N:33]=[C:32]5[C:27]([CH2:28][CH2:29][C:30](=[O:34])[NH:31]5)=[CH:26][CH:25]=4)[CH2:17][CH2:18]3)=[CH:9][CH:8]=[CH:7][C:6]=2[CH2:5][CH2:4]1. (7) Given the reactants [F:1][C:2]([F:7])([F:6])[C:3]([OH:5])=[O:4].[F:8][C:9]([F:14])([F:13])[C:10]([OH:12])=[O:11].[Cl:15][C:16]1[CH:17]=[N:18][C:19]2[NH:20][C:21]3[CH:22]=[CH:23][CH:24]=[C:25]([CH:43]=3)[CH2:26][CH2:27][C:28]3[CH:36]=[C:32]([NH:33][C:34]=1[N:35]=2)[CH:31]=[CH:30][C:29]=3[N:37]1[CH2:42][CH2:41][NH:40][CH2:39][CH2:38]1.[N:44]([C:47]1[CH:52]=[CH:51][CH:50]=[C:49]([C:53]([F:56])([F:55])[F:54])[CH:48]=1)=[C:45]=[O:46], predict the reaction product. The product is: [F:1][C:2]([F:7])([F:6])[C:3]([OH:5])=[O:4].[F:8][C:9]([F:14])([F:13])[C:10]([OH:12])=[O:11].[Cl:15][C:16]1[CH:17]=[N:18][C:19]2[NH:20][C:21]3[CH:22]=[CH:23][CH:24]=[C:25]([CH:43]=3)[CH2:26][CH2:27][C:28]3[CH:36]=[C:32]([NH:33][C:34]=1[N:35]=2)[CH:31]=[CH:30][C:29]=3[N:37]1[CH2:42][CH2:41][N:40]([C:45]([NH:44][C:47]2[CH:52]=[CH:51][CH:50]=[C:49]([C:53]([F:54])([F:55])[F:56])[CH:48]=2)=[O:46])[CH2:39][CH2:38]1.